From a dataset of Reaction yield outcomes from USPTO patents with 853,638 reactions. Predict the reaction yield, written as a fraction of the theoretical maximum amount of product (1.0 means a 100% yield; for example, 0.34 means a 34% yield). (1) The reactants are C(O)=O.[C:4]([NH:8][S:9]([C:12]1[C:13]([C:18]2[CH:23]=[CH:22][C:21]([NH:24][CH2:25][C:26]3[CH:31]=[N:30][C:29]([CH3:32])=[C:28]4[O:33]C(C)(C)[O:35][CH2:36][C:27]=34)=[CH:20][CH:19]=2)=[CH:14][CH:15]=[CH:16][CH:17]=1)(=[O:11])=[O:10])([CH3:7])([CH3:6])[CH3:5]. The catalyst is O. The product is [C:4]([NH:8][S:9]([C:12]1[C:13]([C:18]2[CH:19]=[CH:20][C:21]([NH:24][CH2:25][C:26]3[CH:31]=[N:30][C:29]([CH3:32])=[C:28]([OH:33])[C:27]=3[CH2:36][OH:35])=[CH:22][CH:23]=2)=[CH:14][CH:15]=[CH:16][CH:17]=1)(=[O:11])=[O:10])([CH3:7])([CH3:6])[CH3:5]. The yield is 0.700. (2) The catalyst is C1COCC1. The yield is 0.377. The product is [Cl:32][C:26]1[CH:25]=[C:24]([C:21]2[CH:22]=[CH:23][N:19]([CH2:18][C@@H:17]([NH:16][C:12]([C:11]3[N:7]=[C:6]([C:4]4[CH:5]=[N:1][NH:2][CH:3]=4)[S:8][CH:10]=3)=[O:14])[CH3:33])[N:20]=2)[CH:31]=[CH:30][C:27]=1[C:28]#[N:29]. The reactants are [NH:1]1[CH:5]=[C:4]([C:6](=[S:8])[NH2:7])[CH:3]=[N:2]1.Br[CH2:10][C:11](=O)[C:12]([OH:14])=O.[NH2:16][C@@H:17]([CH3:33])[CH2:18][N:19]1[CH:23]=[CH:22][C:21]([C:24]2[CH:31]=[CH:30][C:27]([C:28]#[N:29])=[C:26]([Cl:32])[CH:25]=2)=[N:20]1.C(Cl)Cl. (3) The reactants are [Br:1][C:2]1[C:3]([NH:16][S:17]([CH3:20])(=[O:19])=[O:18])=[CH:4][C:5]2[O:9][C:8]([I:10])=[C:7]([C:11]([NH:13][CH3:14])=[O:12])[C:6]=2[CH:15]=1.[C:21]([O-])([O-])=O.[K+].[K+].CI. The catalyst is CN(C=O)C. The product is [Br:1][C:2]1[C:3]([N:16]([CH3:21])[S:17]([CH3:20])(=[O:18])=[O:19])=[CH:4][C:5]2[O:9][C:8]([I:10])=[C:7]([C:11]([NH:13][CH3:14])=[O:12])[C:6]=2[CH:15]=1. The yield is 0.900. (4) The reactants are [OH:1][CH:2]1[CH2:7][CH2:6][C:5]([CH3:12])([C:8]([O:10][CH3:11])=[O:9])[CH2:4][CH2:3]1.[N+:13]([C:16]1[CH:24]=[CH:23][C:19]([C:20](O)=[O:21])=[CH:18][CH:17]=1)([O-:15])=[O:14].C1C=CC(P(C2C=CC=CC=2)C2C=CC=CC=2)=CC=1.CC(OC(/N=N/C(OC(C)C)=O)=O)C. The catalyst is C1COCC1. The product is [N+:13]([C:16]1[CH:17]=[CH:18][C:19]([C:20]([O:1][CH:2]2[CH2:3][CH2:4][C:5]([C:8]([O:10][CH3:11])=[O:9])([CH3:12])[CH2:6][CH2:7]2)=[O:21])=[CH:23][CH:24]=1)([O-:15])=[O:14]. The yield is 0.510. (5) The reactants are Cl[C:2]1[CH:7]=[CH:6][NH:5][C:4](=[O:8])[C:3]=1[C:9]1[NH:30][C:12]2=[CH:13][C:14]3[C:15](=[O:29])[N:16]([CH:22]4[CH2:27][CH2:26][N:25]([CH3:28])[CH2:24][CH2:23]4)[C:17](=[O:21])[C:18]=3[C:19]([CH3:20])=[C:11]2[N:10]=1.[F:31][C:32]1[CH:33]=[CH:34][C:35]([CH3:42])=[C:36]([CH2:38][CH:39]([NH2:41])[CH3:40])[CH:37]=1. The catalyst is C(O)CCC. The product is [F:31][C:32]1[CH:33]=[CH:34][C:35]([CH3:42])=[C:36]([CH2:38][CH:39]([NH:41][C:2]2[CH:7]=[CH:6][NH:5][C:4](=[O:8])[C:3]=2[C:9]2[NH:30][C:12]3=[CH:13][C:14]4[C:15](=[O:29])[N:16]([CH:22]5[CH2:27][CH2:26][N:25]([CH3:28])[CH2:24][CH2:23]5)[C:17](=[O:21])[C:18]=4[C:19]([CH3:20])=[C:11]3[N:10]=2)[CH3:40])[CH:37]=1. The yield is 0.990. (6) The reactants are [C:1]([C:5]1[CH:9]=[C:8]([NH:10][C:11](=[O:19])OC2C=CC=CC=2)[N:7]([CH:20]2[CH2:25][CH2:24][CH2:23][CH2:22][CH2:21]2)[N:6]=1)([CH3:4])([CH3:3])[CH3:2].C(N(CC)C(C)C)(C)C.[CH3:35][O:36][C:37]1[CH:38]=[C:39]2[C:44](=[CH:45][C:46]=1[O:47][CH3:48])[N:43]=[CH:42][N:41]=[C:40]2[S:49][C:50]1[CH:51]=[C:52]([CH:54]=[CH:55][CH:56]=1)[NH2:53]. The product is [C:1]([C:5]1[CH:9]=[C:8]([NH:10][C:11]([NH:53][C:52]2[CH:54]=[CH:55][CH:56]=[C:50]([S:49][C:40]3[C:39]4[C:44](=[CH:45][C:46]([O:47][CH3:48])=[C:37]([O:36][CH3:35])[CH:38]=4)[N:43]=[CH:42][N:41]=3)[CH:51]=2)=[O:19])[N:7]([CH:20]2[CH2:25][CH2:24][CH2:23][CH2:22][CH2:21]2)[N:6]=1)([CH3:2])([CH3:4])[CH3:3]. The catalyst is C1COCC1. The yield is 0.180. (7) The reactants are [F:1][C:2]1[CH:3]=[C:4]([CH:39]=[CH:40][CH:41]=1)[C:5](/[N:7]=[C:8]1/[N:9]([C@@H:30]2[CH2:35][CH2:34][C@H:33]([C:36](O)=[O:37])[CH2:32][CH2:31]2)[C:10]2[CH:15]=[C:14]([O:16][CH2:17][CH2:18][N:19]3[CH2:24][CH2:23][CH:22]([C:25]([OH:28])([CH3:27])[CH3:26])[CH2:21][CH2:20]3)[N:13]=[CH:12][C:11]=2[NH:29]/1)=[O:6].C1N=CN(C(N2C=NC=C2)=O)C=1.Cl.[F:55][C:56]1([F:60])[CH2:59][NH:58][CH2:57]1. The catalyst is CN(C=O)C.C(Cl)Cl. The product is [F:55][C:56]1([F:60])[CH2:59][N:58]([C:36]([C@@H:33]2[CH2:34][CH2:35][C@H:30]([N:9]3[C:10]4[CH:15]=[C:14]([O:16][CH2:17][CH2:18][N:19]5[CH2:20][CH2:21][CH:22]([C:25]([OH:28])([CH3:26])[CH3:27])[CH2:23][CH2:24]5)[N:13]=[CH:12][C:11]=4[NH:29]/[C:8]/3=[N:7]\[C:5](=[O:6])[C:4]3[CH:39]=[CH:40][CH:41]=[C:2]([F:1])[CH:3]=3)[CH2:31][CH2:32]2)=[O:37])[CH2:57]1. The yield is 0.618. (8) The reactants are [F:1][C:2]1[CH:3]=[N:4][CH:5]=[C:6]([N:8]2[CH:12]=[C:11]([N+:13]([O-])=O)[C:10]([CH3:16])=[N:9]2)[CH:7]=1.C(OCC)(=O)C. The catalyst is C(O)C.[Pd]. The product is [F:1][C:2]1[CH:7]=[C:6]([N:8]2[CH:12]=[C:11]([NH2:13])[C:10]([CH3:16])=[N:9]2)[CH:5]=[N:4][CH:3]=1. The yield is 0.738. (9) The product is [CH2:1]([O:3][C:4]([C:6]1[N:7]([CH2:28][O:27][CH2:26][CH2:25][Si:22]([CH3:24])([CH3:23])[CH3:21])[C:8]([S:11][CH3:12])=[N:9][CH:10]=1)=[O:5])[CH3:2]. The reactants are [CH2:1]([O:3][C:4]([C:6]1[NH:7][C:8]([SH:11])=[N:9][CH:10]=1)=[O:5])[CH3:2].[CH2:12](N(CC)CC)C.IC.[CH3:21][Si:22]([CH2:25][CH2:26][O:27][CH2:28]Cl)([CH3:24])[CH3:23]. The yield is 0.550. The catalyst is C(Cl)Cl.